Predict the reactants needed to synthesize the given product. From a dataset of Full USPTO retrosynthesis dataset with 1.9M reactions from patents (1976-2016). (1) Given the product [Cl:1][C:2]1[C:3]([N:9]2[C:18](=[O:19])[C:17]3[C:12](=[CH:13][C:14]([C:20]([OH:22])=[O:21])=[CH:15][CH:16]=3)[NH:11][C:10]2=[S:24])=[N:4][CH:5]=[C:6]([Cl:8])[CH:7]=1, predict the reactants needed to synthesize it. The reactants are: [Cl:1][C:2]1[C:3]([N:9]2[C:18](=[O:19])[C:17]3[C:12](=[CH:13][C:14]([C:20]([O:22]C)=[O:21])=[CH:15][CH:16]=3)[NH:11][C:10]2=[S:24])=[N:4][CH:5]=[C:6]([Cl:8])[CH:7]=1.[OH-].[Na+]. (2) Given the product [C:52]([CH2:53][NH:58][C:31](=[O:32])[C@H:26]([CH2:27][CH:28]([CH3:29])[CH3:30])[NH:25][C:21]1[C:20]([C:17]2[CH:18]=[CH:19][C:14]([N:11]3[CH2:10][CH2:9][N:8]([C:6]([O:5][C:1]([CH3:4])([CH3:3])[CH3:2])=[O:7])[CH2:13][CH2:12]3)=[CH:15][CH:16]=2)=[N:24][O:23][N:22]=1)#[N:51], predict the reactants needed to synthesize it. The reactants are: [C:1]([O:5][C:6]([N:8]1[CH2:13][CH2:12][N:11]([C:14]2[CH:19]=[CH:18][C:17]([C:20]3[C:21]([NH:25][C@H:26]([C:31](O)=[O:32])[CH2:27][CH:28]([CH3:30])[CH3:29])=[N:22][O:23][N:24]=3)=[CH:16][CH:15]=2)[CH2:10][CH2:9]1)=[O:7])([CH3:4])([CH3:3])[CH3:2].C1CN([P+](O[N:51]2N=[N:58][C:53]3C=CC=C[C:52]2=3)(N2CCCC2)N2CCCC2)CC1.F[P-](F)(F)(F)(F)F.Cl.NCC#N.C(N(CC)CC)C.C([O-])(O)=O.[Na+]. (3) Given the product [Cl:29][C:30]1[N:31]=[C:32]([C:7]2[CH:8]=[CH:9][C:4]([O:3][CH2:1][CH3:2])=[C:5]([C:19]([F:20])([F:21])[F:22])[CH:6]=2)[C:33]2[CH:38]=[CH:37][N:36]([CH3:39])[C:34]=2[N:35]=1, predict the reactants needed to synthesize it. The reactants are: [CH2:1]([O:3][C:4]1[CH:9]=[CH:8][C:7](B2OC(C)(C)C(C)(C)O2)=[CH:6][C:5]=1[C:19]([F:22])([F:21])[F:20])[CH3:2].C([O-])([O-])=O.[Na+].[Na+].[Cl:29][C:30]1[N:31]=[C:32](Cl)[C:33]2[CH:38]=[CH:37][N:36]([CH3:39])[C:34]=2[N:35]=1.O1CCOCC1.